From a dataset of NCI-60 drug combinations with 297,098 pairs across 59 cell lines. Regression. Given two drug SMILES strings and cell line genomic features, predict the synergy score measuring deviation from expected non-interaction effect. (1) Drug 1: CN(C)C1=NC(=NC(=N1)N(C)C)N(C)C. Drug 2: C1CN1P(=S)(N2CC2)N3CC3. Cell line: SK-MEL-2. Synergy scores: CSS=4.54, Synergy_ZIP=-1.27, Synergy_Bliss=-1.64, Synergy_Loewe=-7.71, Synergy_HSA=-5.09. (2) Drug 1: CC1=C(C(=CC=C1)Cl)NC(=O)C2=CN=C(S2)NC3=CC(=NC(=N3)C)N4CCN(CC4)CCO. Drug 2: CC(C)NC(=O)C1=CC=C(C=C1)CNNC.Cl. Cell line: A498. Synergy scores: CSS=6.82, Synergy_ZIP=-1.57, Synergy_Bliss=-0.0954, Synergy_Loewe=0.288, Synergy_HSA=0.716. (3) Synergy scores: CSS=29.2, Synergy_ZIP=-5.96, Synergy_Bliss=-5.88, Synergy_Loewe=-26.3, Synergy_HSA=-3.36. Cell line: 786-0. Drug 1: CC(CN1CC(=O)NC(=O)C1)N2CC(=O)NC(=O)C2. Drug 2: CCC1=C2CN3C(=CC4=C(C3=O)COC(=O)C4(CC)O)C2=NC5=C1C=C(C=C5)O. (4) Drug 1: CC1=C(C(=CC=C1)Cl)NC(=O)C2=CN=C(S2)NC3=CC(=NC(=N3)C)N4CCN(CC4)CCO. Drug 2: C1CN1C2=NC(=NC(=N2)N3CC3)N4CC4. Cell line: MDA-MB-435. Synergy scores: CSS=15.4, Synergy_ZIP=-1.81, Synergy_Bliss=2.94, Synergy_Loewe=1.10, Synergy_HSA=0.578. (5) Drug 1: CC1=C(C=C(C=C1)NC2=NC=CC(=N2)N(C)C3=CC4=NN(C(=C4C=C3)C)C)S(=O)(=O)N.Cl. Drug 2: CC(C)(C#N)C1=CC(=CC(=C1)CN2C=NC=N2)C(C)(C)C#N. Cell line: A498. Synergy scores: CSS=-3.45, Synergy_ZIP=1.98, Synergy_Bliss=1.30, Synergy_Loewe=-1.14, Synergy_HSA=-2.12. (6) Drug 1: COC1=NC(=NC2=C1N=CN2C3C(C(C(O3)CO)O)O)N. Drug 2: C(CC(=O)O)C(=O)CN.Cl. Cell line: SF-295. Synergy scores: CSS=8.86, Synergy_ZIP=-3.99, Synergy_Bliss=-5.12, Synergy_Loewe=-5.83, Synergy_HSA=-5.91.